From a dataset of Forward reaction prediction with 1.9M reactions from USPTO patents (1976-2016). Predict the product of the given reaction. Given the reactants [OH:1][C:2]1[CH:7]=[CH:6][N:5]([CH2:8][CH2:9][CH:10]([CH3:12])[CH3:11])[C:4](=[O:13])[C:3]=1[C:14]1[NH:19][C:18]2[CH:20]=[CH:21][C:22]([NH:24][S:25](=[O:38])(=[O:37])[NH:26]C(OCC3C=CC=CC=3)=O)=[CH:23][C:17]=2[S:16](=[O:40])(=[O:39])[N:15]=1, predict the reaction product. The product is: [OH:1][C:2]1[CH:7]=[CH:6][N:5]([CH2:8][CH2:9][CH:10]([CH3:12])[CH3:11])[C:4](=[O:13])[C:3]=1[C:14]1[NH:19][C:18]2[CH:20]=[CH:21][C:22]([NH:24][S:25]([NH2:26])(=[O:38])=[O:37])=[CH:23][C:17]=2[S:16](=[O:39])(=[O:40])[N:15]=1.